Task: Predict the reaction yield, written as a fraction of the theoretical maximum amount of product (1.0 means a 100% yield; for example, 0.34 means a 34% yield).. Dataset: Reaction yield outcomes from USPTO patents with 853,638 reactions (1) The reactants are [CH2:1]([O:4][C:5]1[CH:10]=[CH:9][CH:8]=[CH:7][C:6]=1[CH2:11]O)[CH:2]=[CH2:3].[Cl:13]P(Cl)(C1C=CC=CC=1)(C1C=CC=CC=1)C1C=CC=CC=1. The catalyst is C(Cl)Cl. The product is [CH2:1]([O:4][C:5]1[CH:10]=[CH:9][CH:8]=[CH:7][C:6]=1[CH2:11][Cl:13])[CH:2]=[CH2:3]. The yield is 0.540. (2) The reactants are Cl.Cl[C:3]1[C:8]([CH3:9])=[CH:7][N:6]=[CH:5][N:4]=1.C(N(CC)CC)C.[NH:17]1[CH2:25][CH2:24][CH:20]([C:21]([NH2:23])=[O:22])[CH2:19][CH2:18]1.C(=O)([O-])O.[Na+]. The catalyst is CN(C=O)C. The product is [CH3:9][C:8]1[C:3]([N:17]2[CH2:25][CH2:24][CH:20]([C:21]([NH2:23])=[O:22])[CH2:19][CH2:18]2)=[N:4][CH:5]=[N:6][CH:7]=1. The yield is 0.250. (3) The reactants are [Cl:1][C:2]1[CH:8]=[C:7]([O:9][C:10]2[C:19]3[C:14](=[CH:15][C:16]([O:22][CH3:23])=[C:17]([O:20][CH3:21])[CH:18]=3)[N:13]=[CH:12][N:11]=2)[CH:6]=[CH:5][C:3]=1[NH2:4].C1(C)C=CC=CC=1.C(N(CC)CC)C.Cl[C:39](Cl)([O:41]C(=O)OC(Cl)(Cl)Cl)Cl.[CH3:50][O:51][C:52]1[CH:60]=[CH:59][C:55]([CH:56]([OH:58])[CH3:57])=[CH:54][CH:53]=1. The catalyst is C(Cl)Cl. The product is [Cl:1][C:2]1[CH:8]=[C:7]([O:9][C:10]2[C:19]3[C:14](=[CH:15][C:16]([O:22][CH3:23])=[C:17]([O:20][CH3:21])[CH:18]=3)[N:13]=[CH:12][N:11]=2)[CH:6]=[CH:5][C:3]=1[NH:4][C:39](=[O:41])[O:58][CH:56]([C:55]1[CH:59]=[CH:60][C:52]([O:51][CH3:50])=[CH:53][CH:54]=1)[CH3:57]. The yield is 0.530. (4) The reactants are C(OC(=O)[NH:7][CH:8]([C:10](=[O:26])[NH:11][C:12]1[CH:17]=[CH:16][CH:15]=[CH:14][C:13]=1[C:18](=O)[C:19]1[CH:24]=[CH:23][CH:22]=[CH:21][CH:20]=1)[CH3:9])(C)(C)C.Cl. The catalyst is C(Cl)(Cl)Cl. The product is [CH3:9][CH:8]1[C:10](=[O:26])[NH:11][C:12]2[CH:17]=[CH:16][CH:15]=[CH:14][C:13]=2[C:18]([C:19]2[CH:24]=[CH:23][CH:22]=[CH:21][CH:20]=2)=[N:7]1. The yield is 0.830. (5) The reactants are [CH3:1][S-:2].[Na+].Cl[CH2:5][C:6]([CH3:11])([CH3:10])[C:7]([OH:9])=[O:8]. The catalyst is CN(C)C=O.C(=O)(O)[O-].[Na+]. The product is [CH3:10][C:6]([CH3:11])([CH2:5][S:2][CH3:1])[C:7]([OH:9])=[O:8]. The yield is 0.990. (6) The reactants are [CH3:1][O:2][C:3]1[CH:12]=[C:11]2[C:6]([CH2:7][C:8]([CH3:23])([CH3:22])[N:9]([CH2:13][C:14]3[CH:19]=[CH:18][CH:17]=[C:16]([O:20][CH3:21])[CH:15]=3)[CH2:10]2)=[CH:5][C:4]=1[O:24][Si](C(C)C)(C(C)C)C(C)C.[NH2:35][S:36](Cl)(=[O:38])=[O:37]. The catalyst is CC(N(C)C)=O. The product is [S:36](=[O:38])(=[O:37])([O:24][C:4]1[CH:5]=[C:6]2[C:11](=[CH:12][C:3]=1[O:2][CH3:1])[CH2:10][N:9]([CH2:13][C:14]1[CH:19]=[CH:18][CH:17]=[C:16]([O:20][CH3:21])[CH:15]=1)[C:8]([CH3:23])([CH3:22])[CH2:7]2)[NH2:35]. The yield is 0.890. (7) The reactants are S[C:2]1[N:3]=[C:4]([N:16]2[CH2:21][CH2:20][O:19][CH2:18][CH2:17]2)[C:5]2[CH2:6][CH2:7][C:8]([CH3:15])([CH3:14])[CH2:9][C:10]=2[C:11]=1[C:12]#[N:13].BrCC[OH:25]. The catalyst is [OH-].[Na+].CO. The product is [CH3:14][C:8]1([CH3:15])[CH2:7][CH2:6][C:5]2[C:10](=[C:11]([C:12]#[N:13])[C:2](=[O:25])[NH:3][C:4]=2[N:16]2[CH2:21][CH2:20][O:19][CH2:18][CH2:17]2)[CH2:9]1. The yield is 0.970. (8) The reactants are [C:1]([NH:8][C@H:9]([C:12]([OH:14])=[O:13])[CH2:10][OH:11])([O:3][C:4]([CH3:7])([CH3:6])[CH3:5])=[O:2].[H-].[Na+].[CH2:17](Br)[C:18]1[CH:23]=[CH:22][CH:21]=[CH:20][CH:19]=1. The catalyst is CN(C=O)C. The product is [C:4]([O:3][C:1]([NH:8][C@H:9]([C:12]([OH:14])=[O:13])[CH2:10][O:11][CH2:17][C:18]1[CH:23]=[CH:22][CH:21]=[CH:20][CH:19]=1)=[O:2])([CH3:7])([CH3:6])[CH3:5]. The yield is 0.800. (9) The reactants are Br[C:2]1[N:10]2[C:5]([N:6]=[N:7][C:8]3[C:14]([Cl:15])=[CH:13][C:12]([C:16]([F:19])([F:18])[F:17])=[CH:11][C:9]=32)=[C:4]([CH3:20])[N:3]=1.[CH3:21][C:22]1[CH:23]=[N:24][CH:25]=[CH:26][C:27]=1B(O)O.O1CCOCC1.C(=O)([O-])[O-].[K+].[K+]. The catalyst is C1C=CC([P]([Pd]([P](C2C=CC=CC=2)(C2C=CC=CC=2)C2C=CC=CC=2)([P](C2C=CC=CC=2)(C2C=CC=CC=2)C2C=CC=CC=2)[P](C2C=CC=CC=2)(C2C=CC=CC=2)C2C=CC=CC=2)(C2C=CC=CC=2)C2C=CC=CC=2)=CC=1.O. The product is [Cl:15][C:14]1[C:8]2[N:7]=[N:6][C:5]3=[C:4]([CH3:20])[N:3]=[C:2]([C:27]4[CH:26]=[CH:25][N:24]=[CH:23][C:22]=4[CH3:21])[N:10]3[C:9]=2[CH:11]=[C:12]([C:16]([F:19])([F:18])[F:17])[CH:13]=1. The yield is 0.300. (10) The reactants are [CH2:1]([N:3]([CH2:8][CH3:9])[CH2:4][CH2:5][CH2:6][OH:7])[CH3:2].CC(C)([O-])C.[K+].F[C:17]1[CH:22]=[CH:21][C:20]([N+:23]([O-:25])=[O:24])=[CH:19][CH:18]=1. The catalyst is C1COCC1. The product is [CH2:1]([N:3]([CH2:8][CH3:9])[CH2:4][CH2:5][CH2:6][O:7][C:17]1[CH:22]=[CH:21][C:20]([N+:23]([O-:25])=[O:24])=[CH:19][CH:18]=1)[CH3:2]. The yield is 0.710.